From a dataset of Forward reaction prediction with 1.9M reactions from USPTO patents (1976-2016). Predict the product of the given reaction. (1) Given the reactants BrC1C=CC(S(O[CH2:12][CH2:13][O:14][CH:15]2[CH2:20][CH2:19][CH2:18][CH2:17][CH2:16]2)(=O)=O)=CC=1.[I-:21].[Na+], predict the reaction product. The product is: [CH:15]1([O:14][CH2:13][CH2:12][I:21])[CH2:20][CH2:19][CH2:18][CH2:17][CH2:16]1. (2) Given the reactants [OH:1][C:2]1[CH:3]=[C:4]([CH:12]=[C:13]([NH:15][C:16]2[NH:17][CH2:18][CH:19]([OH:22])[CH2:20][N:21]=2)[CH:14]=1)[C:5]([NH:7][CH2:8][C:9]([OH:11])=O)=[O:6].Cl.[NH2:24][C@H:25]([C:32]1[CH:37]=[C:36]([C:38]([OH:44])([CH3:43])[C:39]([F:42])([F:41])[F:40])[CH:35]=[C:34]([Cl:45])[CH:33]=1)[CH2:26][C:27]([O:29][CH2:30][CH3:31])=[O:28].O.ON1C2C=CC=CC=2N=N1, predict the reaction product. The product is: [Cl:45][C:34]1[CH:33]=[C:32]([C@@H:25]([NH:24][C:9](=[O:11])[CH2:8][NH:7][C:5](=[O:6])[C:4]2[CH:12]=[C:13]([NH:15][C:16]3[NH:17][CH2:18][CH:19]([OH:22])[CH2:20][N:21]=3)[CH:14]=[C:2]([OH:1])[CH:3]=2)[CH2:26][C:27]([O:29][CH2:30][CH3:31])=[O:28])[CH:37]=[C:36]([C:38]([OH:44])([CH3:43])[C:39]([F:42])([F:41])[F:40])[CH:35]=1. (3) Given the reactants [CH3:1][C:2]1[O:10][C:9]2[CH:8]=[CH:7][N:6]([C:11]3[CH:16]=[CH:15][C:14]([N:17]4[CH2:22][CH2:21][NH:20][CH2:19][CH2:18]4)=[CH:13][CH:12]=3)[C:5](=[O:23])[C:4]=2[CH:3]=1.CC1C=CC(S(O[CH2:35][CH2:36][CH2:37][C:38]2[C:46]3[C:41](=[CH:42][CH:43]=[C:44]([F:47])[CH:45]=3)[NH:40][CH:39]=2)(=O)=O)=CC=1.C(=O)([O-])[O-].[K+].[K+].[I-].[K+], predict the reaction product. The product is: [F:47][C:44]1[CH:45]=[C:46]2[C:41](=[CH:42][CH:43]=1)[NH:40][CH:39]=[C:38]2[CH2:37][CH2:36][CH2:35][N:20]1[CH2:21][CH2:22][N:17]([C:14]2[CH:13]=[CH:12][C:11]([N:6]3[CH:7]=[CH:8][C:9]4[O:10][C:2]([CH3:1])=[CH:3][C:4]=4[C:5]3=[O:23])=[CH:16][CH:15]=2)[CH2:18][CH2:19]1. (4) Given the reactants [Cl:1][C:2]1[CH:3]=[CH:4][C:5]2[S:9][C:8](=[O:10])[N:7]([CH2:11][C:12]3[CH:17]=[CH:16][CH:15]=[C:14]([N+:18]([O-])=O)[CH:13]=3)[C:6]=2[CH:21]=1, predict the reaction product. The product is: [NH2:18][C:14]1[CH:13]=[C:12]([CH:17]=[CH:16][CH:15]=1)[CH2:11][N:7]1[C:6]2[CH:21]=[C:2]([Cl:1])[CH:3]=[CH:4][C:5]=2[S:9][C:8]1=[O:10].